Dataset: NCI-60 drug combinations with 297,098 pairs across 59 cell lines. Task: Regression. Given two drug SMILES strings and cell line genomic features, predict the synergy score measuring deviation from expected non-interaction effect. (1) Drug 1: C1C(C(OC1N2C=NC3=C(N=C(N=C32)Cl)N)CO)O. Drug 2: CCCCCOC(=O)NC1=NC(=O)N(C=C1F)C2C(C(C(O2)C)O)O. Cell line: A549. Synergy scores: CSS=15.5, Synergy_ZIP=-2.32, Synergy_Bliss=4.40, Synergy_Loewe=-8.96, Synergy_HSA=-1.47. (2) Drug 1: CC1=C(N=C(N=C1N)C(CC(=O)N)NCC(C(=O)N)N)C(=O)NC(C(C2=CN=CN2)OC3C(C(C(C(O3)CO)O)O)OC4C(C(C(C(O4)CO)O)OC(=O)N)O)C(=O)NC(C)C(C(C)C(=O)NC(C(C)O)C(=O)NCCC5=NC(=CS5)C6=NC(=CS6)C(=O)NCCC[S+](C)C)O. Drug 2: COCCOC1=C(C=C2C(=C1)C(=NC=N2)NC3=CC=CC(=C3)C#C)OCCOC.Cl. Cell line: IGROV1. Synergy scores: CSS=43.1, Synergy_ZIP=5.73, Synergy_Bliss=8.46, Synergy_Loewe=11.4, Synergy_HSA=14.2. (3) Drug 1: CC12CCC(CC1=CCC3C2CCC4(C3CC=C4C5=CN=CC=C5)C)O. Drug 2: CCC(=C(C1=CC=CC=C1)C2=CC=C(C=C2)OCCN(C)C)C3=CC=CC=C3.C(C(=O)O)C(CC(=O)O)(C(=O)O)O. Cell line: ACHN. Synergy scores: CSS=4.15, Synergy_ZIP=1.60, Synergy_Bliss=3.43, Synergy_Loewe=2.14, Synergy_HSA=1.68. (4) Cell line: HOP-62. Drug 2: CCCCC(=O)OCC(=O)C1(CC(C2=C(C1)C(=C3C(=C2O)C(=O)C4=C(C3=O)C=CC=C4OC)O)OC5CC(C(C(O5)C)O)NC(=O)C(F)(F)F)O. Drug 1: CC1C(C(=O)NC(C(=O)N2CCCC2C(=O)N(CC(=O)N(C(C(=O)O1)C(C)C)C)C)C(C)C)NC(=O)C3=C4C(=C(C=C3)C)OC5=C(C(=O)C(=C(C5=N4)C(=O)NC6C(OC(=O)C(N(C(=O)CN(C(=O)C7CCCN7C(=O)C(NC6=O)C(C)C)C)C)C(C)C)C)N)C. Synergy scores: CSS=44.2, Synergy_ZIP=21.8, Synergy_Bliss=23.6, Synergy_Loewe=23.7, Synergy_HSA=21.9.